This data is from Forward reaction prediction with 1.9M reactions from USPTO patents (1976-2016). The task is: Predict the product of the given reaction. (1) Given the reactants C[O:2][C:3]([C:5]1[N:6]=[C:7]([C:25]#[N:26])[C:8]2[C:13]([C:14]=1[OH:15])=[CH:12][CH:11]=[C:10]([O:16][C:17]1[CH:22]=[CH:21][CH:20]=[CH:19][C:18]=1OC)[CH:9]=2)=O.Cl.[NH2:28][CH2:29][C@@:30]([OH:35])([CH3:34])[C:31]([OH:33])=[O:32].[CH3:36][O-].[Na+], predict the reaction product. The product is: [C:25]([C:7]1[C:8]2[C:13](=[CH:12][CH:11]=[C:10]([O:16][C:17]3[CH:22]=[CH:21][CH:20]=[CH:19][CH:18]=3)[CH:9]=2)[C:14]([OH:15])=[C:5]([C:3]([NH:28][CH2:29][C@@:30]([OH:35])([CH3:34])[C:31]([O:33][CH3:36])=[O:32])=[O:2])[N:6]=1)#[N:26]. (2) Given the reactants [CH2:1]([O:3][C:4](=[O:30])[C:5]1[CH:10]=[C:9]([OH:11])[CH:8]=[C:7]([O:12][C:13]2[C:18]([F:19])=[CH:17][C:16]([CH2:20][NH:21][C:22]([O:24][C:25]([CH3:28])([CH3:27])[CH3:26])=[O:23])=[CH:15][C:14]=2[F:29])[CH:6]=1)[CH3:2].F[C:32]1[CH:39]=[CH:38][C:35]([C:36]#[N:37])=[CH:34][CH:33]=1, predict the reaction product. The product is: [CH2:1]([O:3][C:4](=[O:30])[C:5]1[CH:10]=[C:9]([O:11][C:32]2[CH:39]=[CH:38][C:35]([C:36]#[N:37])=[CH:34][CH:33]=2)[CH:8]=[C:7]([O:12][C:13]2[C:18]([F:19])=[CH:17][C:16]([CH2:20][NH:21][C:22]([O:24][C:25]([CH3:26])([CH3:28])[CH3:27])=[O:23])=[CH:15][C:14]=2[F:29])[CH:6]=1)[CH3:2].